Task: Predict the reactants needed to synthesize the given product.. Dataset: Full USPTO retrosynthesis dataset with 1.9M reactions from patents (1976-2016) Given the product [OH:40][C:12]1[CH:13]=[C:14]2[C:9](=[CH:10][C:11]=1[C:25]([F:28])([F:26])[F:27])[O:8][CH2:7][C:6]1[N:15]2[CH:2]([CH3:1])[C:3](=[O:37])[N:4]([CH2:29][O:30][CH2:31][CH2:32][Si:33]([CH3:34])([CH3:35])[CH3:36])[N:5]=1, predict the reactants needed to synthesize it. The reactants are: [CH3:1][CH:2]1[N:15]2[C:6]([CH2:7][O:8][C:9]3[C:14]2=[CH:13][C:12](B2OC(C)(C)C(C)(C)O2)=[C:11]([C:25]([F:28])([F:27])[F:26])[CH:10]=3)=[N:5][N:4]([CH2:29][O:30][CH2:31][CH2:32][Si:33]([CH3:36])([CH3:35])[CH3:34])[C:3]1=[O:37].CC(O)=[O:40].OO.